From a dataset of Forward reaction prediction with 1.9M reactions from USPTO patents (1976-2016). Predict the product of the given reaction. (1) Given the reactants [Cl:1][C:2]1[CH:16]=[CH:15][C:5]([O:6][C:7]2[CH:12]=[CH:11][C:10]([CH2:13][OH:14])=[CH:9][CH:8]=2)=[CH:4][C:3]=1[C:17]([F:20])([F:19])[F:18].[H-].[Na+].Cl[C:24]1[CH:25]=[C:26]2[N:33]([CH:34]([CH3:36])[CH3:35])[CH2:32][CH2:31][N:27]2[C:28](=[O:30])[N:29]=1, predict the reaction product. The product is: [Cl:1][C:2]1[CH:16]=[CH:15][C:5]([O:6][C:7]2[CH:12]=[CH:11][C:10]([CH2:13][O:14][C:24]3[CH:25]=[C:26]4[N:33]([CH:34]([CH3:36])[CH3:35])[CH2:32][CH2:31][N:27]4[C:28](=[O:30])[N:29]=3)=[CH:9][CH:8]=2)=[CH:4][C:3]=1[C:17]([F:18])([F:19])[F:20]. (2) Given the reactants [N:1]([CH2:4][C:5]1[CH2:11][CH2:10][NH:9][C:8]2[N:12]=[CH:13][N:14]=[C:15]([NH:16][C:17]3[CH:22]=[CH:21][C:20]([O:23][C:24]4[CH:29]=[CH:28][CH:27]=[C:26]([C:30]([F:33])([F:32])[F:31])[CH:25]=4)=[C:19]([Cl:34])[CH:18]=3)[C:7]=2[CH:6]=1)=[N+]=[N-].C1(P(C2C=CC=CC=2)C2C=CC=CC=2)C=CC=CC=1.O1CCCC1.[C:59](O[C:59]([O:61][C:62]([CH3:65])([CH3:64])[CH3:63])=[O:60])([O:61][C:62]([CH3:65])([CH3:64])[CH3:63])=[O:60], predict the reaction product. The product is: [Cl:34][C:19]1[CH:18]=[C:17]([NH:16][C:15]2[C:7]3[CH:6]=[C:5]([CH2:4][NH:1][C:59](=[O:60])[O:61][C:62]([CH3:65])([CH3:64])[CH3:63])[CH2:11][CH2:10][NH:9][C:8]=3[N:12]=[CH:13][N:14]=2)[CH:22]=[CH:21][C:20]=1[O:23][C:24]1[CH:29]=[CH:28][CH:27]=[C:26]([C:30]([F:33])([F:32])[F:31])[CH:25]=1. (3) Given the reactants [CH3:1][C:2]1[N:3]=[C:4]([CH3:33])[N:5]2[C:10]=1[C:9]([O:11][C:12]1[CH:17]=[C:16]([O:18][CH3:19])[C:15]([O:20][CH3:21])=[C:14]([O:22][CH3:23])[CH:13]=1)=[N:8][C:7]([C:24]1[CH:29]=[CH:28][C:27]([N+:30]([O-])=O)=[CH:26][CH:25]=1)=[N:6]2.[H][H], predict the reaction product. The product is: [CH3:1][C:2]1[N:3]=[C:4]([CH3:33])[N:5]2[C:10]=1[C:9]([O:11][C:12]1[CH:17]=[C:16]([O:18][CH3:19])[C:15]([O:20][CH3:21])=[C:14]([O:22][CH3:23])[CH:13]=1)=[N:8][C:7]([C:24]1[CH:25]=[CH:26][C:27]([NH2:30])=[CH:28][CH:29]=1)=[N:6]2. (4) Given the reactants [F:1][C:2]1[CH:3]=[C:4]([CH2:10][NH:11][C:12]2[CH:17]=[CH:16][CH:15]=[C:14]([F:18])[N:13]=2)[CH:5]=[N:6][C:7]=1[O:8][CH3:9].[Br:19]N1C(=O)CCC1=O.C(=O)([O-])[O-].[K+].[K+], predict the reaction product. The product is: [Br:19][C:15]1[CH:16]=[CH:17][C:12]([NH:11][CH2:10][C:4]2[CH:5]=[N:6][C:7]([O:8][CH3:9])=[C:2]([F:1])[CH:3]=2)=[N:13][C:14]=1[F:18]. (5) Given the reactants Br[C:2]1[CH:3]=[CH:4][C:5]2[O:10][CH2:9][C:8](=[O:11])[NH:7][C:6]=2[C:12]=1[CH3:13].[CH3:14][C:15]1([CH3:31])[C:19]([CH3:21])([CH3:20])[O:18][B:17]([B:17]2[O:18][C:19]([CH3:21])([CH3:20])[C:15]([CH3:31])([CH3:14])[O:16]2)[O:16]1.C([O-])(=O)C.[K+], predict the reaction product. The product is: [CH3:13][C:12]1[C:6]2[NH:7][C:8](=[O:11])[CH2:9][O:10][C:5]=2[CH:4]=[CH:3][C:2]=1[B:17]1[O:18][C:19]([CH3:21])([CH3:20])[C:15]([CH3:31])([CH3:14])[O:16]1. (6) Given the reactants Br[C:2]1[CH:7]=[CH:6][C:5]([CH2:8][CH2:9][CH2:10][N:11]2[CH2:16][CH2:15][N:14]([C:17]([O:19][C:20]([CH3:23])([CH3:22])[CH3:21])=[O:18])[CH2:13][CH2:12]2)=[CH:4][CH:3]=1.C(N(CC)CC)C.[CH3:31][C:32]1([CH3:39])[C:36]([CH3:38])([CH3:37])[O:35][BH:34][O:33]1, predict the reaction product. The product is: [CH3:31][C:32]1([CH3:39])[C:36]([CH3:38])([CH3:37])[O:35][B:34]([C:2]2[CH:7]=[CH:6][C:5]([CH2:8][CH2:9][CH2:10][N:11]3[CH2:16][CH2:15][N:14]([C:17]([O:19][C:20]([CH3:23])([CH3:22])[CH3:21])=[O:18])[CH2:13][CH2:12]3)=[CH:4][CH:3]=2)[O:33]1. (7) Given the reactants [CH3:1][O:2][C:3]1[CH:4]=[CH:5][C:6]([CH3:22])=[C:7]([NH:9][CH2:10][CH2:11][C:12]2[CH:17]=[CH:16][C:15]([C:18]([F:21])([F:20])[F:19])=[CH:14][CH:13]=2)[CH:8]=1.C(OC([NH:30][CH:31]([C:35]1[CH:40]=[CH:39][CH:38]=[CH:37][CH:36]=1)[C:32](O)=[O:33])=O)(C)(C)C, predict the reaction product. The product is: [NH2:30][CH:31]([C:35]1[CH:40]=[CH:39][CH:38]=[CH:37][CH:36]=1)[C:32]([N:9]([C:7]1[CH:8]=[C:3]([O:2][CH3:1])[CH:4]=[CH:5][C:6]=1[CH3:22])[CH2:10][CH2:11][C:12]1[CH:17]=[CH:16][C:15]([C:18]([F:20])([F:19])[F:21])=[CH:14][CH:13]=1)=[O:33]. (8) Given the reactants [CH:1]12[CH2:8][CH2:7][CH:4]([CH2:5][CH2:6]1)[C:3](=O)[C:2]2=O.COP([CH2:17][C:18](=O)[CH2:19][C:20]([CH3:23])([CH3:22])[CH3:21])(=O)OC.O.[NH2:26][NH2:27], predict the reaction product. The product is: [CH3:21][C:20]([CH3:23])([CH3:22])[CH2:19][C:18]1[N:26]=[N:27][C:2]2[CH:1]3[CH2:8][CH2:7][CH:4]([C:3]=2[CH:17]=1)[CH2:5][CH2:6]3. (9) Given the reactants [CH3:1][C@@H:2]([OH:5])[CH2:3][CH3:4].[H-].[Na+].F[C:9]1[CH:14]=[CH:13][C:12]([N+:15]([O-:17])=[O:16])=[CH:11][CH:10]=1, predict the reaction product. The product is: [N+:15]([C:12]1[CH:13]=[CH:14][C:9]([O:5][C@H:2]([CH3:1])[CH2:3][CH3:4])=[CH:10][CH:11]=1)([O-:17])=[O:16].